Dataset: Forward reaction prediction with 1.9M reactions from USPTO patents (1976-2016). Task: Predict the product of the given reaction. (1) Given the reactants [C:1]([O:5][C:6]([N:8]1[CH2:13][CH2:12][C@@H:11](C(O)=O)[C@H:10]([C:17]2[CH:22]=[CH:21][C:20]([F:23])=[CH:19][C:18]=2[CH3:24])[CH2:9]1)=[O:7])([CH3:4])([CH3:3])[CH3:2].C1C=CC(P([N:39]=[N+]=[N-])(C2C=CC=CC=2)=O)=CC=1.C(N(CC)CC)C.[OH-].[Na+], predict the reaction product. The product is: [NH2:39][C@@H:11]1[CH2:12][CH2:13][N:8]([C:6]([O:5][C:1]([CH3:4])([CH3:3])[CH3:2])=[O:7])[CH2:9][C@H:10]1[C:17]1[CH:22]=[CH:21][C:20]([F:23])=[CH:19][C:18]=1[CH3:24]. (2) Given the reactants Cl[C:2]1[N:11]=[CH:10][C:9]2[N:8]([CH2:12][CH3:13])[C:7](=[O:14])[C@@H:6]([CH2:15][CH3:16])[N:5]([CH:17]3[CH2:21][CH2:20][CH2:19][CH2:18]3)[C:4]=2[N:3]=1.[NH2:22][C:23]1[CH:32]=[CH:31][C:26]([C:27]([O:29][CH3:30])=[O:28])=[CH:25][C:24]=1[O:33][CH3:34].C1(C)C=CC(S(O)(=O)=O)=CC=1, predict the reaction product. The product is: [CH:17]1([N:5]2[C:4]3[N:3]=[C:2]([NH:22][C:23]4[CH:32]=[CH:31][C:26]([C:27]([O:29][CH3:30])=[O:28])=[CH:25][C:24]=4[O:33][CH3:34])[N:11]=[CH:10][C:9]=3[N:8]([CH2:12][CH3:13])[C:7](=[O:14])[C@H:6]2[CH2:15][CH3:16])[CH2:21][CH2:20][CH2:19][CH2:18]1. (3) Given the reactants C(OC(=O)C1C=CC(CBr)=C(C(F)(F)F)C=1)C.[CH3:18][O:19][C@@H:20]1[CH2:24][CH2:23][NH:22][CH2:21]1.C(OC(=O)C1C=CC(CN2CC[C@@H](NC(OC(C)(C)C)=O)C2)=C(C(F)(F)F)C=1)C.C(OC(=O)N[C@@H]1CCN([CH2:66][C:67]2[CH:72]=[CH:71][C:70]([C:73](=[O:88])[NH:74][CH2:75][C:76]3[CH:81]=[C:80]([Cl:82])[CH:79]=[CH:78][C:77]=3[S:83]([CH2:86][CH3:87])(=[O:85])=[O:84])=[CH:69][C:68]=2[C:89]([F:92])([F:91])[F:90])C1)(C)(C)C.[OH-].[K+], predict the reaction product. The product is: [Cl:82][C:80]1[CH:79]=[CH:78][C:77]([S:83]([CH2:86][CH3:87])(=[O:84])=[O:85])=[C:76]([CH:81]=1)[CH2:75][NH:74][C:73](=[O:88])[C:70]1[CH:71]=[CH:72][C:67]([CH2:66][N:22]2[CH2:23][CH2:24][C@@H:20]([O:19][CH3:18])[CH2:21]2)=[C:68]([C:89]([F:92])([F:90])[F:91])[CH:69]=1. (4) Given the reactants [C:1]([C:4]1[C:9]([C:10]2[CH:15]=[CH:14][CH:13]=[C:12]([N+:16]([O-:18])=[O:17])[CH:11]=2)=[N:8][N:7]([CH2:19][CH3:20])[C:6](=[O:21])[C:5]=1[N+:22]([O-])=O)(=[O:3])[CH3:2].N[C:26]1[CH:31]=[CH:30][CH:29]=[CH:28][CH:27]=1, predict the reaction product. The product is: [C:1]([C:4]1[C:9]([C:10]2[CH:15]=[CH:14][CH:13]=[C:12]([N+:16]([O-:18])=[O:17])[CH:11]=2)=[N:8][N:7]([CH2:19][CH3:20])[C:6](=[O:21])[C:5]=1[NH:22][C:30]1[C:31]2[C:26](=[CH:2][CH:1]=[CH:4][CH:5]=2)[CH:27]=[CH:28][CH:29]=1)(=[O:3])[CH3:2]. (5) Given the reactants P([O-])([O-])([O-])=O.[Br:6][CH2:7][C:8](=[O:15])[CH2:9][C:10]([O:12][CH2:13][CH3:14])=[O:11].C1C=[N+]([C@@H]2O[C@H](COP(OP(OC[C@H]3O[C@@H](N4C5N=CN=C(N)C=5N=C4)[C@H](OP(O)(O)=O)[C@@H]3O)(O)=O)(O)=O)[C@@H](O)[C@H]2O)C=C(C(N)=O)C=1.O=C[C@@H]([C@H]([C@@H]([C@@H](CO)O)O)O)O.BrCC(O)CC(OCC)=O.ClCC(O)CC(OCC)=O, predict the reaction product. The product is: [Br:6][CH2:7][C@@H:8]([OH:15])[CH2:9][C:10]([O:12][CH2:13][CH3:14])=[O:11]. (6) Given the reactants [CH3:1][C:2]1[S:15][C:14]2[C:4](=[C:5]([N:16]3[CH2:21][CH2:20][NH:19][CH2:18][CH2:17]3)[NH:6][C:7]3[C:12]([N:13]=2)=[CH:11][CH:10]=[CH:9][CH:8]=3)[CH:3]=1.[CH2:22](N(CC)CC)C.CI.O, predict the reaction product. The product is: [CH3:1][C:2]1[S:15][C:14]2[NH:13][C:12]3[CH:11]=[CH:10][CH:9]=[CH:8][C:7]=3[N:6]=[C:5]([N:16]3[CH2:21][CH2:20][N:19]([CH3:22])[CH2:18][CH2:17]3)[C:4]=2[CH:3]=1. (7) Given the reactants [C:1]([C:4]1[CH:5]=[C:6]2[C:10](=[CH:11][CH:12]=1)[CH2:9][CH2:8][CH2:7]2)(=O)[CH3:2].[CH2:13]([NH2:20])[C:14]1[CH:19]=[CH:18][CH:17]=[CH:16][CH:15]=1.Cl.[CH2:22](OCC)C, predict the reaction product. The product is: [CH2:9]1[C:10]2[C:6](=[CH:5][C:4]([CH:1]3[C:19]4[C:14](=[CH:15][CH:16]=[CH:17][CH:18]=4)[CH2:13][N:20]([CH3:22])[CH2:2]3)=[CH:12][CH:11]=2)[CH2:7][CH2:8]1. (8) Given the reactants [CH3:1][NH:2][CH3:3].C1COCC1.Cl[C:10]1[C:15]([O:16][CH3:17])=[CH:14][C:13]([N+:18]([O-])=O)=[CH:12][N:11]=1, predict the reaction product. The product is: [CH3:17][O:16][C:15]1[C:10]([N:2]([CH3:3])[CH3:1])=[N:11][CH:12]=[C:13]([NH2:18])[CH:14]=1. (9) Given the reactants [C:1]([O:5][C:6]([N:8]1[CH2:13][CH:12]=[C:11]([C:14]2[CH:19]=[CH:18][CH:17]=[C:16]([O:20][CH3:21])[CH:15]=2)[CH2:10][CH2:9]1)=[O:7])([CH3:4])([CH3:3])[CH3:2].C1C=C(Cl)C=C(C(OO)=[O:30])C=1, predict the reaction product. The product is: [C:1]([O:5][C:6]([N:8]1[CH2:9][CH2:10][C:11]2([C:14]3[CH:19]=[CH:18][CH:17]=[C:16]([O:20][CH3:21])[CH:15]=3)[CH:12]([O:30]2)[CH2:13]1)=[O:7])([CH3:4])([CH3:3])[CH3:2].